This data is from Reaction yield outcomes from USPTO patents with 853,638 reactions. The task is: Predict the reaction yield, written as a fraction of the theoretical maximum amount of product (1.0 means a 100% yield; for example, 0.34 means a 34% yield). (1) The reactants are [CH2:1]([O:3][P:4]([CH2:9][OH:10])(=[O:8])[O:5][CH2:6][CH3:7])[CH3:2].C(N(CC)CC)C.[Cl:18][C:19]1[CH:24]=[CH:23][C:22]([S:25](Cl)(=[O:27])=[O:26])=[CH:21][CH:20]=1. The catalyst is CCOCC. The product is [Cl:18][C:19]1[CH:24]=[CH:23][C:22]([S:25]([O:10][CH2:9][P:4]([O:5][CH2:6][CH3:7])([O:3][CH2:1][CH3:2])=[O:8])(=[O:27])=[O:26])=[CH:21][CH:20]=1. The yield is 0.700. (2) The catalyst is C(Cl)(Cl)(Cl)Cl.C(OOC(=O)C1C=CC=CC=1)(=O)C1C=CC=CC=1.CCCCCC.O. The reactants are [CH3:1][C:2]1[CH:3]=[C:4]([O:9][CH3:10])[CH:5]=[C:6]([CH3:8])[CH:7]=1.BrN1C(=O)CCC1=O.[CH3:19][S:20]([C:23]1[CH:28]=[CH:27][C:26]([OH:29])=[CH:25][CH:24]=1)(=[O:22])=[O:21].[H-].[Na+]. The product is [CH3:19][S:20]([C:23]1[CH:28]=[CH:27][C:26]([O:29][CH2:1][C:2]2[CH:7]=[C:6]([CH3:8])[CH:5]=[C:4]([O:9][CH3:10])[CH:3]=2)=[CH:25][CH:24]=1)(=[O:21])=[O:22]. The yield is 0.404. (3) The reactants are [Br:1][C:2]1[CH:9]=[CH:8][C:5]([CH2:6][OH:7])=[C:4]([F:10])[CH:3]=1.[O:11]1[CH:16]=[CH:15][CH2:14][CH2:13][CH2:12]1. The catalyst is C(Cl)Cl.O.C1(C)C=CC(S(O)(=O)=O)=CC=1. The product is [Br:1][C:2]1[CH:9]=[CH:8][C:5]([CH2:6][O:7][CH:12]2[CH2:13][CH2:14][CH2:15][CH2:16][O:11]2)=[C:4]([F:10])[CH:3]=1. The yield is 0.750. (4) The reactants are [CH3:1][O:2][C:3]1[C:4]([O:30][CH3:31])=[CH:5][C:6]2[C:15]3[C:10](=[C:11]4[CH:19]=[C:18]5[O:20][CH2:21][O:22][C:17]5=[CH:16][C:12]4=[N:13][CH:14]=3)[N:9]([CH2:23][CH2:24][N:25]([CH3:27])[CH3:26])[C:8](=O)[C:7]=2[CH:29]=1.[H-].[H-].[H-].[H-].[Li+].[Al+3]. The catalyst is C1COCC1. The product is [CH3:1][O:2][C:3]1[C:4]([O:30][CH3:31])=[CH:5][C:6]2[C:15]3[C:10](=[C:11]4[CH:19]=[C:18]5[O:20][CH2:21][O:22][C:17]5=[CH:16][C:12]4=[N:13][CH:14]=3)[N:9]([CH2:23][CH2:24][N:25]([CH3:26])[CH3:27])[CH2:8][C:7]=2[CH:29]=1. The yield is 0.850. (5) The reactants are N1C(C(O)=O)=CC(C(O)=O)=N1.[C:12]([C:14]1[CH:19]=[CH:18][C:17]([C:20]2[CH:24]=[CH:23][N:22]([CH2:25][C@H:26]([NH:28][C:29]([C:31]3[NH:35][N:34]=[C:33]([C:36]([OH:38])=O)[CH:32]=3)=[O:30])[CH3:27])[N:21]=2)=[CH:16][C:15]=1[CH3:39])#[N:13].[NH:40]1[CH2:45][CH2:44][O:43][CH2:42][CH2:41]1.ClC1C=C(C2OC(CCNC(C3NN=C(C(N4CCNCC4)=O)C=3)=O)=CC=2)C=CC=1Cl. The yield is 0.450. No catalyst specified. The product is [C:12]([C:14]1[CH:19]=[CH:18][C:17]([C:20]2[CH:24]=[CH:23][N:22]([CH2:25][C@H:26]([NH:28][C:29]([C:31]3[NH:35][N:34]=[C:33]([C:36]([N:40]4[CH2:45][CH2:44][O:43][CH2:42][CH2:41]4)=[O:38])[CH:32]=3)=[O:30])[CH3:27])[N:21]=2)=[CH:16][C:15]=1[CH3:39])#[N:13]. (6) The reactants are [Br:1][C:2]1[CH:3]=[C:4]([C:16]([OH:18])=O)[C:5]2[C:10]([CH2:11][CH3:12])=[N:9][N:8]([CH:13]([CH3:15])[CH3:14])[C:6]=2[N:7]=1.[NH2:19][CH2:20][C:21]1[C:22](=[O:29])[NH:23][C:24]([CH3:28])=[CH:25][C:26]=1[CH3:27].C1CN([P+](ON2N=NC3C=CC=CC2=3)(N2CCCC2)N2CCCC2)CC1.F[P-](F)(F)(F)(F)F. The catalyst is CS(C)=O. The product is [Br:1][C:2]1[CH:3]=[C:4]([C:16]([NH:19][CH2:20][C:21]2[C:22](=[O:29])[NH:23][C:24]([CH3:28])=[CH:25][C:26]=2[CH3:27])=[O:18])[C:5]2[C:10]([CH2:11][CH3:12])=[N:9][N:8]([CH:13]([CH3:14])[CH3:15])[C:6]=2[N:7]=1. The yield is 0.816. (7) The reactants are [CH2:1]([N:8]1[CH2:12][CH:11]([N:13](C(OC(C)(C)C)=O)[CH2:14][C:15]2[CH:20]=[CH:19][C:18]([F:21])=[CH:17][C:16]=2[F:22])[CH2:10][CH:9]1[C:30](O)=[O:31])[C:2]1[CH:7]=[CH:6][CH:5]=[CH:4][CH:3]=1.[CH2:33]([O:35][C:36]1[CH:41]=[CH:40][C:39]([N:42]2[CH2:47][CH2:46][NH:45][CH2:44][CH2:43]2)=[CH:38][CH:37]=1)[CH3:34]. No catalyst specified. The product is [CH2:1]([N:8]1[CH2:12][C@@H:11]([NH:13][CH2:14][C:15]2[CH:20]=[CH:19][C:18]([F:21])=[CH:17][C:16]=2[F:22])[CH2:10][C@H:9]1[C:30]([N:45]1[CH2:44][CH2:43][N:42]([C:39]2[CH:38]=[CH:37][C:36]([O:35][CH2:33][CH3:34])=[CH:41][CH:40]=2)[CH2:47][CH2:46]1)=[O:31])[C:2]1[CH:7]=[CH:6][CH:5]=[CH:4][CH:3]=1. The yield is 0.0240.